This data is from Catalyst prediction with 721,799 reactions and 888 catalyst types from USPTO. The task is: Predict which catalyst facilitates the given reaction. (1) Reactant: [O:1]=[Sb:2]([O:4][Sb:5](=[O:7])=[O:6])=[O:3].[O-2:8].[Ti+4:9].[O-2].[O-2].[Zr+4:12].[O-2].[Sn:14]=O.[OH:16][W:17](O)(=O)=O. Product: [O-2:1].[Ti+4:9].[O-2:16].[O-2:8].[Zr+4:12].[O-2:1].[Sn:14]=[O:8].[W:17]=[O:16].[O:1]=[Sb:2]([O:4][Sb:5](=[O:7])=[O:6])=[O:3]. The catalyst class is: 6. (2) Product: [CH3:20][S:21]([OH:24])(=[O:23])=[O:22].[CH3:1][C:2]1[N:3]=[CH:4][N:5]([C:7]2[CH:12]=[C:11]([C:13]([F:15])([F:14])[F:16])[CH:10]=[C:9]([N+:17]([O-:19])=[O:18])[CH:8]=2)[CH:6]=1. The catalyst class is: 13. Reactant: [CH3:1][C:2]1[N:3]=[CH:4][N:5]([C:7]2[CH:12]=[C:11]([C:13]([F:16])([F:15])[F:14])[CH:10]=[C:9]([N+:17]([O-:19])=[O:18])[CH:8]=2)[CH:6]=1.[CH3:20][S:21]([OH:24])(=[O:23])=[O:22]. (3) Reactant: Cl[C:2]1[C:3](=[O:18])[N:4]([CH:15]([CH3:17])[CH3:16])[S:5](=[O:14])(=[O:13])[C:6]=1[C:7]1[CH:12]=[CH:11][CH:10]=[CH:9][CH:8]=1.[CH:19]([O:22][C:23]1[CH:29]=[CH:28][C:26]([NH2:27])=[CH:25][CH:24]=1)([CH3:21])[CH3:20]. Product: [CH:19]([O:22][C:23]1[CH:29]=[CH:28][C:26]([NH:27][C:2]2[C:3](=[O:18])[N:4]([CH:15]([CH3:17])[CH3:16])[S:5](=[O:14])(=[O:13])[C:6]=2[C:7]2[CH:12]=[CH:11][CH:10]=[CH:9][CH:8]=2)=[CH:25][CH:24]=1)([CH3:21])[CH3:20]. The catalyst class is: 23. (4) The catalyst class is: 10. Reactant: [NH2:1][CH2:2][CH2:3][NH:4][C:5](=[O:7])[CH3:6].C(=O)([O-])[O-].[K+].[K+].Br[CH2:15][C:16]([O:18][CH2:19][C:20]1[CH:25]=[CH:24][CH:23]=[CH:22][CH:21]=1)=[O:17]. Product: [C:5]([NH:4][CH2:3][CH2:2][NH:1][CH2:15][C:16]([O:18][CH2:19][C:20]1[CH:25]=[CH:24][CH:23]=[CH:22][CH:21]=1)=[O:17])(=[O:7])[CH3:6]. (5) Reactant: [Br:1][C:2]1[CH:7]=[CH:6][C:5]([C:8]([NH:10][NH:11]C(OC(C)(C)C)=O)=[O:9])=[CH:4][C:3]=1[F:19].[ClH:20]. Product: [ClH:20].[Br:1][C:2]1[CH:7]=[CH:6][C:5]([C:8]([NH:10][NH2:11])=[O:9])=[CH:4][C:3]=1[F:19]. The catalyst class is: 12. (6) Reactant: C[N:2](C)[CH2:3][CH:4]=[CH:5][C:6]1[C:7]([CH:15]([CH3:17])[CH3:16])=[N:8][N:9]2[CH:14]=[CH:13][CH:12]=[CH:11][C:10]=12.[NH2:19]N.[O-]CC.[Na+]. Product: [CH:15]([C:7]1[C:6]([C:5]2[CH:4]=[CH:3][NH:2][N:19]=2)=[C:10]2[CH:11]=[CH:12][CH:13]=[CH:14][N:9]2[N:8]=1)([CH3:17])[CH3:16]. The catalyst class is: 8.